Dataset: Forward reaction prediction with 1.9M reactions from USPTO patents (1976-2016). Task: Predict the product of the given reaction. (1) Given the reactants [I:1][C:2]1[C:11]2[C:6](=[CH:7][CH:8]=[CH:9][CH:10]=2)[CH:5]=[C:4]([OH:12])[CH:3]=1.[C:13]([CH:17]1[CH2:22][CH2:21][CH:20](OS(C)(=O)=O)[CH2:19][CH2:18]1)([CH3:16])([CH3:15])[CH3:14].C(=O)([O-])[O-].[Cs+].[Cs+], predict the reaction product. The product is: [C:13]([CH:17]1[CH2:22][CH2:21][CH:20]([O:12][C:4]2[CH:3]=[C:2]([I:1])[C:11]3[C:6]([CH:5]=2)=[CH:7][CH:8]=[CH:9][CH:10]=3)[CH2:19][CH2:18]1)([CH3:16])([CH3:15])[CH3:14]. (2) The product is: [OH:7][CH2:6][CH2:5][CH2:4][CH2:3][CH2:2][N:1]1[C:15](=[O:14])[C:23]2[C:18](=[CH:19][CH:20]=[CH:21][CH:22]=2)[C:17]1=[O:24]. Given the reactants [NH2:1][CH2:2][CH2:3][CH2:4][CH2:5][CH2:6][OH:7].C(=O)([O-])[O-].[K+].[K+].[O:14]=[C:15]1[C:23]2[C:18](=[CH:19][CH:20]=[CH:21][CH:22]=2)[C:17](=[O:24])N1C(OCC)=O.O, predict the reaction product. (3) The product is: [F:18][C:15]([F:16])([F:17])[C:10]1[NH:9][C:6]2=[N:7][CH:8]=[C:3]([C:1]#[N:2])[CH:4]=[C:5]2[CH:11]=1. Given the reactants [C:1]([C:3]1[CH:4]=[C:5]2[C:11](C(O)=O)=[C:10]([C:15]([F:18])([F:17])[F:16])[NH:9][C:6]2=[N:7][CH:8]=1)#[N:2], predict the reaction product. (4) Given the reactants [N:1]1([C:18]([O:20][C:21]([CH3:24])([CH3:23])[CH3:22])=[O:19])[CH2:6][CH2:5][N:4]([C:7]([O:9][C:10]([CH3:13])([CH3:12])[CH3:11])=[O:8])[CH2:3][CH:2]1[C:14](OC)=[O:15].[Cl-].[Cl-].[Ca+2].[BH4-].[Na+], predict the reaction product. The product is: [OH:15][CH2:14][CH:2]1[CH2:3][N:4]([C:7]([O:9][C:10]([CH3:12])([CH3:13])[CH3:11])=[O:8])[CH2:5][CH2:6][N:1]1[C:18]([O:20][C:21]([CH3:24])([CH3:23])[CH3:22])=[O:19]. (5) Given the reactants [CH2:1]([O:3][C:4](=[O:22])[CH:5]([NH:11][C:12]([O:14][CH2:15][C:16]1[CH:21]=[CH:20][CH:19]=[CH:18][CH:17]=1)=[O:13])[CH2:6][CH2:7][C:8]([OH:10])=O)[CH3:2].CCN=C=NCCCN(C)C.[CH2:34]([O:36][C:37](=[O:42])[C@H:38]([CH2:40][OH:41])[NH2:39])[CH3:35], predict the reaction product. The product is: [CH2:1]([O:3][C:4](=[O:22])[CH:5]([NH:11][C:12]([O:14][CH2:15][C:16]1[CH:21]=[CH:20][CH:19]=[CH:18][CH:17]=1)=[O:13])[CH2:6][CH2:7][C:8](=[O:10])[NH:39][CH:38]([C:37]([O:36][CH2:34][CH3:35])=[O:42])[CH2:40][OH:41])[CH3:2]. (6) Given the reactants [CH3:1][C:2]1[CH:7]=[C:6]([S:8][S:9][C:10]2[CH:15]=[CH:14][C:13]([OH:16])=[C:12]([CH3:17])[CH:11]=2)[CH:5]=[CH:4][C:3]=1[OH:18].[C:19]([O:23][C:24](=[O:27])[CH2:25]Br)([CH3:22])([CH3:21])[CH3:20].[H-].[Na+], predict the reaction product. The product is: [C:19]([O:23][C:24](=[O:27])[CH2:25][O:16][C:13]1[CH:14]=[CH:15][C:10]([S:9][S:8][C:6]2[CH:5]=[CH:4][C:3]([O:18][CH2:25][C:24]([O:23][C:19]([CH3:22])([CH3:21])[CH3:20])=[O:27])=[C:2]([CH3:1])[CH:7]=2)=[CH:11][C:12]=1[CH3:17])([CH3:22])([CH3:21])[CH3:20]. (7) Given the reactants [F:1][C:2]1[CH:7]=[C:6](B(O)O)[CH:5]=[C:4]([F:11])[N:3]=1.Cl[C:13]1[CH:18]=[CH:17][N:16]=[C:15]([NH:19][C:20]2[N:21]([CH3:25])[N:22]=[CH:23][CH:24]=2)[N:14]=1.C([O-])([O-])=O.[Cs+].[Cs+], predict the reaction product. The product is: [F:1][C:2]1[CH:7]=[C:6]([C:13]2[CH:18]=[CH:17][N:16]=[C:15]([NH:19][C:20]3[N:21]([CH3:25])[N:22]=[CH:23][CH:24]=3)[N:14]=2)[CH:5]=[C:4]([F:11])[N:3]=1.